From a dataset of Full USPTO retrosynthesis dataset with 1.9M reactions from patents (1976-2016). Predict the reactants needed to synthesize the given product. (1) Given the product [NH2:15][C@H:16]1[CH2:20][CH2:19][N:18]([C:2]2[CH:14]=[CH:13][C:5]([C:6]([O:8][C:9]([CH3:12])([CH3:11])[CH3:10])=[O:7])=[CH:4][CH:3]=2)[CH2:17]1, predict the reactants needed to synthesize it. The reactants are: F[C:2]1[CH:14]=[CH:13][C:5]([C:6]([O:8][C:9]([CH3:12])([CH3:11])[CH3:10])=[O:7])=[CH:4][CH:3]=1.[NH2:15][C@H:16]1[CH2:20][CH2:19][NH:18][CH2:17]1.C([O-])([O-])=O.[K+].[K+]. (2) The reactants are: [Cl:1][C:2]1[N:7]=[C:6]([NH:8][CH2:9][C:10]2[N:14]3[N:15]=[C:16]([C:19]4[CH:24]=[CH:23][CH:22]=[CH:21][CH:20]=4)[CH:17]=[CH:18][C:13]3=[N:12][N:11]=2)[CH:5]=[CH:4][N:3]=1.[NH2:25][C:26]1[CH:31]=[CH:30][CH:29]=[CH:28][CH:27]=1. Given the product [ClH:1].[C:26]1([NH:25][C:2]2[N:7]=[C:6]([NH:8][CH2:9][C:10]3[N:14]4[N:15]=[C:16]([C:19]5[CH:24]=[CH:23][CH:22]=[CH:21][CH:20]=5)[CH:17]=[CH:18][C:13]4=[N:12][N:11]=3)[CH:5]=[CH:4][N:3]=2)[CH:31]=[CH:30][CH:29]=[CH:28][CH:27]=1, predict the reactants needed to synthesize it. (3) Given the product [Br:1][C:2]1[CH:14]=[C:6]2[C:5](=[CH:4][CH:3]=1)[O:15][C:16]1[C:17]([F:23])=[N:18][C:19]([Cl:22])=[CH:20][C:21]=1[C:7]2=[O:8], predict the reactants needed to synthesize it. The reactants are: [Br:1][C:2]1[CH:3]=[CH:4][C:5]([O:15][C:16]2[C:17]([F:23])=[N:18][C:19]([Cl:22])=[CH:20][CH:21]=2)=[C:6]([CH:14]=1)[C:7](N(CC)CC)=[O:8].C([N-]C(C)C)(C)C.[Li+].CCCCCCC.C1COCC1.C(C1C=CC=CC=1)C. (4) Given the product [F:14][C:5]1[CH:6]=[CH:7][CH:8]=[C:9]2[C:4]=1[N:3]=[C:2]([O:16][CH3:15])[CH:11]=[C:10]2[CH2:12][F:13], predict the reactants needed to synthesize it. The reactants are: Cl[C:2]1[CH:11]=[C:10]([CH2:12][F:13])[C:9]2[C:4](=[C:5]([F:14])[CH:6]=[CH:7][CH:8]=2)[N:3]=1.[CH3:15][O:16][Na]. (5) Given the product [Br:29][C:30]1[CH:35]=[CH:34][C:33]([CH:6]2[C:7](=[O:8])[C:2]([CH3:12])([CH3:1])[S:3][C:4]([CH3:11])([CH3:10])[C:5]2=[O:9])=[C:32]([CH2:37][CH3:38])[CH:31]=1, predict the reactants needed to synthesize it. The reactants are: [CH3:1][C:2]1([CH3:12])[C:7](=[O:8])[CH2:6][C:5](=[O:9])[C:4]([CH3:11])([CH3:10])[S:3]1.C(Cl)(Cl)Cl.C([O-])(=O)C.C([O-])(=O)C.C([O-])(=O)C.[Br:29][C:30]1[CH:35]=[CH:34][C:33]([Pb+3])=[C:32]([CH2:37][CH3:38])[CH:31]=1.Cl.